Dataset: NCI-60 drug combinations with 297,098 pairs across 59 cell lines. Task: Regression. Given two drug SMILES strings and cell line genomic features, predict the synergy score measuring deviation from expected non-interaction effect. (1) Drug 1: C1=CN(C(=O)N=C1N)C2C(C(C(O2)CO)O)O.Cl. Drug 2: CS(=O)(=O)CCNCC1=CC=C(O1)C2=CC3=C(C=C2)N=CN=C3NC4=CC(=C(C=C4)OCC5=CC(=CC=C5)F)Cl. Cell line: IGROV1. Synergy scores: CSS=22.5, Synergy_ZIP=-4.68, Synergy_Bliss=2.04, Synergy_Loewe=-7.89, Synergy_HSA=-1.84. (2) Drug 1: C1=C(C(=O)NC(=O)N1)N(CCCl)CCCl. Drug 2: C1CNP(=O)(OC1)N(CCCl)CCCl. Cell line: SK-MEL-2. Synergy scores: CSS=8.98, Synergy_ZIP=-2.85, Synergy_Bliss=-1.06, Synergy_Loewe=-5.85, Synergy_HSA=-2.90. (3) Drug 1: CC12CCC3C(C1CCC2=O)CC(=C)C4=CC(=O)C=CC34C. Drug 2: CC=C1C(=O)NC(C(=O)OC2CC(=O)NC(C(=O)NC(CSSCCC=C2)C(=O)N1)C(C)C)C(C)C. Cell line: MDA-MB-231. Synergy scores: CSS=72.8, Synergy_ZIP=9.40, Synergy_Bliss=9.66, Synergy_Loewe=-3.00, Synergy_HSA=10.8. (4) Drug 1: C1=CC(=CC=C1C#N)C(C2=CC=C(C=C2)C#N)N3C=NC=N3. Drug 2: CC1=C(C=C(C=C1)C(=O)NC2=CC(=CC(=C2)C(F)(F)F)N3C=C(N=C3)C)NC4=NC=CC(=N4)C5=CN=CC=C5. Cell line: CCRF-CEM. Synergy scores: CSS=-10.3, Synergy_ZIP=4.44, Synergy_Bliss=0.822, Synergy_Loewe=-15.9, Synergy_HSA=-15.4. (5) Drug 1: C1=CC(=C2C(=C1NCCNCCO)C(=O)C3=C(C=CC(=C3C2=O)O)O)NCCNCCO. Drug 2: C(CCl)NC(=O)N(CCCl)N=O. Cell line: TK-10. Synergy scores: CSS=17.3, Synergy_ZIP=-5.08, Synergy_Bliss=-6.64, Synergy_Loewe=-37.6, Synergy_HSA=-8.86.